This data is from Full USPTO retrosynthesis dataset with 1.9M reactions from patents (1976-2016). The task is: Predict the reactants needed to synthesize the given product. Given the product [NH2:26][CH2:27][CH2:28][CH2:29][N:30]([CH3:35])[CH2:31][CH2:32][CH2:33][NH:34][C:10]1[C:11]2[C:19]3[C:14](=[CH:15][C:16]([C:20]([O:22][CH3:23])=[O:21])=[CH:17][CH:18]=3)[NH:13][C:12]=2[N:24]=[C:8]([CH2:1][C:2]2[CH:7]=[CH:6][CH:5]=[CH:4][CH:3]=2)[N:9]=1, predict the reactants needed to synthesize it. The reactants are: [CH2:1]([C:8]1[N:9]=[C:10](Cl)[C:11]2[C:19]3[C:14](=[CH:15][C:16]([C:20]([O:22][CH3:23])=[O:21])=[CH:17][CH:18]=3)[NH:13][C:12]=2[N:24]=1)[C:2]1[CH:7]=[CH:6][CH:5]=[CH:4][CH:3]=1.[NH2:26][CH2:27][CH2:28][CH2:29][N:30]([CH3:35])[CH2:31][CH2:32][CH2:33][NH2:34].CO.